Predict which catalyst facilitates the given reaction. From a dataset of Catalyst prediction with 721,799 reactions and 888 catalyst types from USPTO. (1) Reactant: [N:1]1[C:10]2[C:5](=[CH:6][CH:7]=[CH:8][C:9]=2C(O)=O)[CH:4]=[CH:3][CH:2]=1.[CH:14]1[N:18]=[CH:17][N:16]([C:19](N2C=NC=C2)=[O:20])[CH:15]=1. Product: [N:16]1([C:19]([C:4]2[C:5]3[C:10](=[CH:9][CH:8]=[CH:7][CH:6]=3)[N:1]=[CH:2][CH:3]=2)=[O:20])[CH:15]=[CH:14][N:18]=[CH:17]1. The catalyst class is: 3. (2) The catalyst class is: 4. Product: [Cl:1][C:2]1[CH:3]=[CH:4][C:5]([CH2:6][N:7]2[C:15]3[C:10](=[N:11][C:12]([C:22]([O:24][CH3:25])=[O:23])=[N:13][C:14]=3[NH:16][C@@H:17]([CH:19]3[CH2:20][CH2:21]3)[CH3:18])[N:9]=[C:8]2[C:26]2[CH:31]=[C:30]([CH3:32])[CH:29]=[CH:28][C:27]=2[O:33][CH2:34][CH2:35][CH2:36][O:37][S:48]([CH3:47])(=[O:50])=[O:49])=[CH:38][CH:39]=1. Reactant: [Cl:1][C:2]1[CH:39]=[CH:38][C:5]([CH2:6][N:7]2[C:15]3[C:10](=[N:11][C:12]([C:22]([O:24][CH3:25])=[O:23])=[N:13][C:14]=3[NH:16][C@@H:17]([CH:19]3[CH2:21][CH2:20]3)[CH3:18])[N:9]=[C:8]2[C:26]2[CH:31]=[C:30]([CH3:32])[CH:29]=[CH:28][C:27]=2[O:33][CH2:34][CH2:35][CH2:36][OH:37])=[CH:4][CH:3]=1.C(N(CC)CC)C.[CH3:47][S:48](Cl)(=[O:50])=[O:49]. (3) Reactant: [OH:1][C:2]1[CH:10]=[CH:9][C:8]2[NH:7][C:6]3[CH:11]([CH2:14][C:15]([O:17][CH2:18][CH3:19])=[O:16])[CH2:12][CH2:13][C:5]=3[C:4]=2[CH:3]=1.C(=O)([O-])[O-].[Cs+].[Cs+].CS(O[CH2:31][C:32]1[CH:37]=[CH:36][C:35]([C:38]2[CH:43]=[N:42][CH:41]=[CH:40][N:39]=2)=[CH:34][CH:33]=1)(=O)=O. Product: [N:39]1[CH:40]=[CH:41][N:42]=[CH:43][C:38]=1[C:35]1[CH:36]=[CH:37][C:32]([CH2:31][O:1][C:2]2[CH:10]=[CH:9][C:8]3[NH:7][C:6]4[CH:11]([CH2:14][C:15]([O:17][CH2:18][CH3:19])=[O:16])[CH2:12][CH2:13][C:5]=4[C:4]=3[CH:3]=2)=[CH:33][CH:34]=1. The catalyst class is: 3. (4) Reactant: [Cl:1][C:2]1[C:3]([C:12]#[N:13])=[N:4][CH:5]=[C:6]([C:8]([F:11])([F:10])[F:9])[CH:7]=1.Cl.[H][H]. Product: [ClH:1].[NH2:13][CH2:12][C:3]1[C:2]([Cl:1])=[CH:7][C:6]([C:8]([F:11])([F:10])[F:9])=[CH:5][N:4]=1. The catalyst class is: 43. (5) Reactant: [Br:1][C:2]1[N:6]=[C:5]([CH:7]=O)[N:4]([CH3:9])[N:3]=1.[Cl-].[CH3:11][C:12]1[N:17]2[N:18]=[C:19]([CH2:21][P+](C3C=CC=CC=3)(C3C=CC=CC=3)C3C=CC=CC=3)[N:20]=[C:16]2[C:15]([CH3:41])=[CH:14][N:13]=1.C1CCN2C(=NCCC2)CC1. Product: [Br:1][C:2]1[N:6]=[C:5](/[CH:7]=[CH:21]/[C:19]2[N:20]=[C:16]3[N:17]([C:12]([CH3:11])=[N:13][CH:14]=[C:15]3[CH3:41])[N:18]=2)[N:4]([CH3:9])[N:3]=1. The catalyst class is: 7.